Dataset: Full USPTO retrosynthesis dataset with 1.9M reactions from patents (1976-2016). Task: Predict the reactants needed to synthesize the given product. (1) Given the product [F:7][C:4]([F:5])([F:6])[C:3]([C:9]1[CH:14]=[CH:13][C:12]([N:15]2[CH2:20][CH2:19][N:18]([S:21]([C:24]3[S:25][CH:26]=[CH:27][CH:28]=3)(=[O:23])=[O:22])[CH2:17][C@H:16]2[CH2:29][CH:30]2[CH2:31][CH2:32][O:33][CH2:34][CH2:35]2)=[CH:11][CH:10]=1)([OH:8])[C:2]([F:36])([F:1])[F:37], predict the reactants needed to synthesize it. The reactants are: [F:1][C:2]([F:37])([F:36])[C:3]([C:9]1[CH:14]=[CH:13][C:12]([N:15]2[CH2:20][CH2:19][N:18]([S:21]([C:24]3[S:25][CH:26]=[CH:27][CH:28]=3)(=[O:23])=[O:22])[CH2:17][C@@H:16]2[CH2:29][CH:30]2[CH2:35][CH2:34][O:33][CH2:32][CH2:31]2)=[CH:11][CH:10]=1)([OH:8])[C:4]([F:7])([F:6])[F:5].C1N=C(N)C2N=CN([C@@H]3O[C@H](COP(OP(OC[C@H]4O[C@@H](N5C=C(C(N)=O)CC=C5)[C@H](O)[C@@H]4O)(O)=O)(O)=O)[C@@H](O)[C@H]3OP(O)(O)=O)C=2N=1. (2) Given the product [Br:1][C:2]1[CH:11]=[CH:10][C:5]([C:6]([O:8][CH3:9])=[O:7])=[CH:4][C:3]=1[CH2:12][CH2:17][CH3:18], predict the reactants needed to synthesize it. The reactants are: [Br:1][C:2]1[CH:11]=[CH:10][C:5]([C:6]([O:8][CH3:9])=[O:7])=[CH:4][C:3]=1[CH2:12]Br.C(=O)=O.[CH2:17]([Mg]Br)[CH3:18].[Cl-].[NH4+]. (3) Given the product [Cl:1][C:2]1[CH:18]=[CH:17][C:5]2[CH2:6][CH2:7][N:8]([C:11](=[O:16])[C:12]([F:15])([F:13])[F:14])[CH2:9][CH2:10][C:4]=2[C:3]=1[O:19][C:28](=[S:29])[N:27]([CH3:31])[CH3:26], predict the reactants needed to synthesize it. The reactants are: [Cl:1][C:2]1[CH:18]=[CH:17][C:5]2[CH2:6][CH2:7][N:8]([C:11](=[O:16])[C:12]([F:15])([F:14])[F:13])[CH2:9][CH2:10][C:4]=2[C:3]=1[OH:19].C([O-])([O-])=O.[K+].[K+].[CH3:26][N:27]([CH3:31])[C:28](Cl)=[S:29].